Dataset: Catalyst prediction with 721,799 reactions and 888 catalyst types from USPTO. Task: Predict which catalyst facilitates the given reaction. (1) The catalyst class is: 1. Product: [Cl:23][C:24]1[C:41]([C:42]([F:45])([F:44])[F:43])=[CH:40][CH:39]=[CH:38][C:25]=1[CH2:26][N:27]1[CH:32]([CH:33]2[CH2:35][CH2:34]2)[CH2:31][NH:30][C:29](=[S:10])[C:28]1=[O:37]. Reactant: COC1C=CC(P2(SP(C3C=CC(OC)=CC=3)(=S)S2)=[S:10])=CC=1.[Cl:23][C:24]1[C:41]([C:42]([F:45])([F:44])[F:43])=[CH:40][CH:39]=[CH:38][C:25]=1[CH2:26][N:27]1[CH:32]([CH:33]2[CH2:35][CH2:34]2)[CH2:31][NH:30][C:29](=O)[C:28]1=[O:37]. (2) Reactant: [CH2:1]([N:3]1[C:7]2[N:8]=[C:9]([C:18]3[CH:23]=[CH:22][C:21]([NH:24][C:25]([NH:27][C:28]4[CH:36]=[CH:35][C:31]([C:32]([OH:34])=O)=[CH:30][CH:29]=4)=[O:26])=[CH:20][CH:19]=3)[N:10]=[C:11]([N:12]3[CH2:17][CH2:16][O:15][CH2:14][CH2:13]3)[C:6]=2[N:5]=[N:4]1)[CH3:2].[CH3:37][C:38]1([CH3:44])[CH2:43][NH:42][CH2:41][CH2:40][NH:39]1.CCN(CC)CC.C1C=CC2N(O)N=NC=2C=1.CCN=C=NCCCN(C)C. Product: [CH3:37][C:38]1([CH3:44])[NH:39][CH2:40][CH2:41][N:42]([C:32]([C:31]2[CH:35]=[CH:36][C:28]([NH:27][C:25]([NH:24][C:21]3[CH:22]=[CH:23][C:18]([C:9]4[N:10]=[C:11]([N:12]5[CH2:17][CH2:16][O:15][CH2:14][CH2:13]5)[C:6]5[N:5]=[N:4][N:3]([CH2:1][CH3:2])[C:7]=5[N:8]=4)=[CH:19][CH:20]=3)=[O:26])=[CH:29][CH:30]=2)=[O:34])[CH2:43]1. The catalyst class is: 1. (3) Reactant: [Na].[CH3:2][O-:3].[Na+].[C:5]([O:9][C:10]([N:12]1[C@@H:16]([C@H:17]([O:25][Si:26]([C:29]([CH3:32])([CH3:31])[CH3:30])([CH3:28])[CH3:27])[C:18]2[CH:19]=[N:20][C:21](Cl)=[CH:22][CH:23]=2)[CH2:15][CH2:14][C@H:13]1[CH2:33][C:34]1[CH:42]=[CH:41][C:37]([C:38]([OH:40])=[O:39])=[CH:36][CH:35]=1)=[O:11])([CH3:8])([CH3:7])[CH3:6]. Product: [C:5]([O:9][C:10]([N:12]1[C@@H:16]([C@H:17]([O:25][Si:26]([C:29]([CH3:32])([CH3:31])[CH3:30])([CH3:28])[CH3:27])[C:18]2[CH:19]=[N:20][C:21]([O:3][CH3:2])=[CH:22][CH:23]=2)[CH2:15][CH2:14][C@H:13]1[CH2:33][C:34]1[CH:42]=[CH:41][C:37]([C:38]([OH:40])=[O:39])=[CH:36][CH:35]=1)=[O:11])([CH3:8])([CH3:7])[CH3:6]. The catalyst class is: 5. (4) The catalyst class is: 1. Reactant: [H-].[Na+].[C:3]([O:10][CH2:11][CH3:12])(=[O:9])[CH2:4][CH2:5][CH2:6][CH2:7][CH3:8].[CH:13](OCC)=[O:14]. Product: [CH:13]([CH:4]([CH2:5][CH2:6][CH2:7][CH3:8])[C:3]([O:10][CH2:11][CH3:12])=[O:9])=[O:14]. (5) Reactant: [H-].[Na+].C(OP([CH:11]([CH3:17])[C:12]([O:14][CH2:15][CH3:16])=[O:13])(OCC)=O)C.[Br:18][C:19]1[CH:20]=[CH:21][C:22]([N:27]2[CH2:32][CH2:31][CH:30]([CH3:33])[CH2:29][CH2:28]2)=[C:23]([CH:26]=1)[CH:24]=O.O. Product: [Br:18][C:19]1[CH:20]=[CH:21][C:22]([N:27]2[CH2:32][CH2:31][CH:30]([CH3:33])[CH2:29][CH2:28]2)=[C:23](/[CH:24]=[C:11](\[CH3:17])/[C:12]([O:14][CH2:15][CH3:16])=[O:13])[CH:26]=1. The catalyst class is: 11.